From a dataset of Forward reaction prediction with 1.9M reactions from USPTO patents (1976-2016). Predict the product of the given reaction. (1) The product is: [OH:27][C@@H:9]([CH2:10][N:11]1[CH2:18][CH:17]2[O:19][CH:13]([CH2:14][NH:15][CH2:16]2)[CH2:12]1)[CH2:8][O:7][C:6]1[CH:28]=[CH:29][C:3]([C:1]#[N:2])=[CH:4][CH:5]=1. Given the reactants [C:1]([C:3]1[CH:29]=[CH:28][C:6]([O:7][CH2:8][C@@H:9]([OH:27])[CH2:10][N:11]2[CH2:18][CH:17]3[O:19][CH:13]([CH2:14][N:15](C(OC(C)(C)C)=O)[CH2:16]3)[CH2:12]2)=[CH:5][CH:4]=1)#[N:2].FC(F)(F)C(O)=O, predict the reaction product. (2) Given the reactants Cl.[NH2:2][CH2:3][C@@H:4]([C:6]1[CH:11]=[CH:10][C:9]([F:12])=[CH:8][CH:7]=1)[OH:5].[Cl:13][C:14]1[CH:19]=[C:18](Cl)[N:17]=[CH:16][N:15]=1.C([O-])(O)=O.[Na+].O, predict the reaction product. The product is: [Cl:13][C:14]1[N:15]=[CH:16][N:17]=[C:18]([NH:2][CH2:3][C@@H:4]([C:6]2[CH:11]=[CH:10][C:9]([F:12])=[CH:8][CH:7]=2)[OH:5])[CH:19]=1. (3) Given the reactants [CH3:1][O:2][C:3](=[O:20])[CH2:4][CH:5]1[CH2:10][CH2:9][N:8]([C:11]2[CH:16]=[CH:15][C:14]([N+:17]([O-])=O)=[CH:13][N:12]=2)[CH2:7][CH2:6]1, predict the reaction product. The product is: [CH3:1][O:2][C:3](=[O:20])[CH2:4][CH:5]1[CH2:6][CH2:7][N:8]([C:11]2[CH:16]=[CH:15][C:14]([NH2:17])=[CH:13][N:12]=2)[CH2:9][CH2:10]1. (4) Given the reactants [F:1][C:2]1[CH:7]=[CH:6][C:5]([C@H:8]([CH2:18][CH3:19])[CH2:9][C@:10]([OH:17])([C:13]([F:16])([F:15])[F:14])[CH:11]=O)=[C:4]([O:20][CH3:21])[C:3]=1[CH3:22].[NH2:23][C:24]1[CH:33]=[C:32]([F:34])[CH:31]=[C:30]2[C:25]=1[CH:26]=[CH:27][C:28](=[O:35])[NH:29]2, predict the reaction product. The product is: [F:34][C:32]1[CH:31]=[C:30]2[C:25]([CH:26]=[CH:27][C:28](=[O:35])[NH:29]2)=[C:24]([N:23]=[CH:11][C@@:10]([OH:17])([C:13]([F:14])([F:16])[F:15])[CH2:9][C@H:8]([C:5]2[CH:6]=[CH:7][C:2]([F:1])=[C:3]([CH3:22])[C:4]=2[O:20][CH3:21])[CH2:18][CH3:19])[CH:33]=1. (5) Given the reactants [CH3:1][C@H:2]1[CH2:7][CH2:6][CH:5]([C:8]2[CH:13]=[CH:12][CH:11]=[CH:10][CH:9]=2)[S:4](=[O:15])(=[O:14])[N:3]1[CH2:16][C:17]1[CH:25]=[CH:24][C:20]([C:21]([OH:23])=O)=[CH:19][CH:18]=1.[O:26]1[CH2:31][CH2:30][CH:29]([NH2:32])[CH2:28][CH2:27]1.C(N(CC)CC)C.F[P-](F)(F)(F)(F)F.N1(OC(N(C)C)=[N+](C)C)C2N=CC=CC=2N=N1, predict the reaction product. The product is: [CH3:1][C@H:2]1[CH2:7][CH2:6][CH:5]([C:8]2[CH:9]=[CH:10][CH:11]=[CH:12][CH:13]=2)[S:4](=[O:15])(=[O:14])[N:3]1[CH2:16][C:17]1[CH:18]=[CH:19][C:20]([C:21]([NH:32][CH:29]2[CH2:30][CH2:31][O:26][CH2:27][CH2:28]2)=[O:23])=[CH:24][CH:25]=1. (6) Given the reactants [Si:1]([O:18][C@@H:19]([C@@:22]1([CH3:30])[O:26][C:25](=[O:27])[NH:24][C@@H:23]1[CH2:28][OH:29])[CH2:20][CH3:21])([C:14]([CH3:17])([CH3:16])[CH3:15])([C:8]1[CH:13]=[CH:12][CH:11]=[CH:10][CH:9]=1)[C:2]1[CH:7]=[CH:6][CH:5]=[CH:4][CH:3]=1.C[Si](N[Si](C)(C)C)(C)C.C[Si]([N-][Si](C)(C)C)(C)C.[Na+].FC(F)(F)S(O[CH2:56][CH2:57][CH2:58][CH2:59]Br)(=O)=O.[Cl-].[NH4+].[N-:65]=[N+:66]=[N-:67].[Na+], predict the reaction product. The product is: [N:65]([CH2:56][CH2:57][CH2:58][CH2:59][N:24]1[C@H:23]([CH2:28][OH:29])[C@:22]([C@H:19]([O:18][Si:1]([C:14]([CH3:16])([CH3:17])[CH3:15])([C:2]2[CH:7]=[CH:6][CH:5]=[CH:4][CH:3]=2)[C:8]2[CH:9]=[CH:10][CH:11]=[CH:12][CH:13]=2)[CH2:20][CH3:21])([CH3:30])[O:26][C:25]1=[O:27])=[N+:66]=[N-:67]. (7) Given the reactants [CH:1]1([CH:7]=[O:8])[CH2:6][CH2:5][CH2:4][CH2:3][CH2:2]1.C(N(CC)CC)C.[CH3:16][C:17](=[O:20])[CH:18]=[CH2:19], predict the reaction product. The product is: [CH:1]1([C:7](=[O:8])[CH2:19][CH2:18][C:17](=[O:20])[CH3:16])[CH2:6][CH2:5][CH2:4][CH2:3][CH2:2]1. (8) The product is: [CH3:4][CH2:3][CH2:2][CH2:1][C:5]1[N:9]([CH2:10][C:11]2[CH:16]=[CH:15][C:14]([C:17]3[CH:22]=[CH:21][CH:20]=[CH:19][C:18]=3[C:23]3[N:27]=[N:26][N-:25][N:24]=3)=[CH:13][CH:12]=2)[C:8]([CH2:28][OH:29])=[C:7]([Cl:30])[N:6]=1.[K+:35]. Given the reactants [CH2:1]([C:5]1[N:9]([CH2:10][C:11]2[CH:16]=[CH:15][C:14]([C:17]3[CH:22]=[CH:21][CH:20]=[CH:19][C:18]=3[C:23]3[N:24]=[N:25][NH:26][N:27]=3)=[CH:13][CH:12]=2)[C:8]([CH2:28][OH:29])=[C:7]([Cl:30])[N:6]=1)[CH2:2][CH2:3][CH3:4].C(=O)(O)[O-].[K+:35], predict the reaction product.